Dataset: NCI-60 drug combinations with 297,098 pairs across 59 cell lines. Task: Regression. Given two drug SMILES strings and cell line genomic features, predict the synergy score measuring deviation from expected non-interaction effect. (1) Drug 1: CC1=C2C(C(=O)C3(C(CC4C(C3C(C(C2(C)C)(CC1OC(=O)C(C(C5=CC=CC=C5)NC(=O)OC(C)(C)C)O)O)OC(=O)C6=CC=CC=C6)(CO4)OC(=O)C)OC)C)OC. Drug 2: CCC1(C2=C(COC1=O)C(=O)N3CC4=CC5=C(C=CC(=C5CN(C)C)O)N=C4C3=C2)O.Cl. Cell line: MALME-3M. Synergy scores: CSS=34.6, Synergy_ZIP=-3.51, Synergy_Bliss=-0.205, Synergy_Loewe=0.126, Synergy_HSA=3.02. (2) Drug 1: CCN(CC)CCNC(=O)C1=C(NC(=C1C)C=C2C3=C(C=CC(=C3)F)NC2=O)C. Drug 2: C1CN(P(=O)(OC1)NCCCl)CCCl. Cell line: CAKI-1. Synergy scores: CSS=14.9, Synergy_ZIP=-0.482, Synergy_Bliss=4.61, Synergy_Loewe=-3.88, Synergy_HSA=-1.66. (3) Drug 1: CS(=O)(=O)OCCCCOS(=O)(=O)C. Drug 2: CC1=C(C(=O)C2=C(C1=O)N3CC4C(C3(C2COC(=O)N)OC)N4)N. Cell line: RPMI-8226. Synergy scores: CSS=30.7, Synergy_ZIP=0.532, Synergy_Bliss=1.57, Synergy_Loewe=5.51, Synergy_HSA=5.77. (4) Drug 1: COC1=CC(=CC(=C1O)OC)C2C3C(COC3=O)C(C4=CC5=C(C=C24)OCO5)OC6C(C(C7C(O6)COC(O7)C8=CC=CS8)O)O. Drug 2: C1CC(=O)NC(=O)C1N2C(=O)C3=CC=CC=C3C2=O. Cell line: HCC-2998. Synergy scores: CSS=30.5, Synergy_ZIP=1.44, Synergy_Bliss=7.35, Synergy_Loewe=-31.9, Synergy_HSA=6.71. (5) Drug 1: C1=C(C(=O)NC(=O)N1)F. Drug 2: C1=CC(=C(C=C1I)F)NC2=C(C=CC(=C2F)F)C(=O)NOCC(CO)O. Cell line: SW-620. Synergy scores: CSS=62.1, Synergy_ZIP=-2.92, Synergy_Bliss=-3.24, Synergy_Loewe=0.425, Synergy_HSA=2.58. (6) Drug 1: CCCS(=O)(=O)NC1=C(C(=C(C=C1)F)C(=O)C2=CNC3=C2C=C(C=N3)C4=CC=C(C=C4)Cl)F. Drug 2: CC1=CC=C(C=C1)C2=CC(=NN2C3=CC=C(C=C3)S(=O)(=O)N)C(F)(F)F. Cell line: CAKI-1. Synergy scores: CSS=4.53, Synergy_ZIP=-2.96, Synergy_Bliss=-2.84, Synergy_Loewe=-1.43, Synergy_HSA=-2.24. (7) Drug 1: C1=NC2=C(N1)C(=S)N=C(N2)N. Drug 2: C1C(C(OC1N2C=C(C(=O)NC2=O)F)CO)O. Cell line: CAKI-1. Synergy scores: CSS=49.3, Synergy_ZIP=-3.01, Synergy_Bliss=-4.54, Synergy_Loewe=-1.05, Synergy_HSA=0.260. (8) Drug 1: CCCS(=O)(=O)NC1=C(C(=C(C=C1)F)C(=O)C2=CNC3=C2C=C(C=N3)C4=CC=C(C=C4)Cl)F. Drug 2: N.N.Cl[Pt+2]Cl. Cell line: T-47D. Synergy scores: CSS=6.81, Synergy_ZIP=0.636, Synergy_Bliss=5.84, Synergy_Loewe=3.83, Synergy_HSA=3.80. (9) Drug 1: CC1=C2C(C(=O)C3(C(CC4C(C3C(C(C2(C)C)(CC1OC(=O)C(C(C5=CC=CC=C5)NC(=O)OC(C)(C)C)O)O)OC(=O)C6=CC=CC=C6)(CO4)OC(=O)C)O)C)O. Drug 2: CC=C1C(=O)NC(C(=O)OC2CC(=O)NC(C(=O)NC(CSSCCC=C2)C(=O)N1)C(C)C)C(C)C. Cell line: A549. Synergy scores: CSS=26.8, Synergy_ZIP=1.29, Synergy_Bliss=0.665, Synergy_Loewe=0.301, Synergy_HSA=0.682.